This data is from NCI-60 drug combinations with 297,098 pairs across 59 cell lines. The task is: Regression. Given two drug SMILES strings and cell line genomic features, predict the synergy score measuring deviation from expected non-interaction effect. (1) Drug 1: CC1=C2C(C(=O)C3(C(CC4C(C3C(C(C2(C)C)(CC1OC(=O)C(C(C5=CC=CC=C5)NC(=O)OC(C)(C)C)O)O)OC(=O)C6=CC=CC=C6)(CO4)OC(=O)C)OC)C)OC. Drug 2: C(=O)(N)NO. Cell line: A498. Synergy scores: CSS=37.1, Synergy_ZIP=-1.22, Synergy_Bliss=0.177, Synergy_Loewe=1.48, Synergy_HSA=3.48. (2) Drug 1: C1=CC(=CC=C1CC(C(=O)O)N)N(CCCl)CCCl.Cl. Drug 2: N.N.Cl[Pt+2]Cl. Cell line: SNB-19. Synergy scores: CSS=8.60, Synergy_ZIP=-1.59, Synergy_Bliss=-0.815, Synergy_Loewe=-11.7, Synergy_HSA=-5.32.